This data is from Reaction yield outcomes from USPTO patents with 853,638 reactions. The task is: Predict the reaction yield, written as a fraction of the theoretical maximum amount of product (1.0 means a 100% yield; for example, 0.34 means a 34% yield). (1) The reactants are [Na+].[Cl:2][C:3]1[CH:4]=[C:5]([NH:17][C:18]2[C:27]3[C:22](=[CH:23][CH:24]=[CH:25][C:26]=3[O:28][CH2:29][C:30]([O-])=[O:31])[N:21]=[CH:20][N:19]=2)[CH:6]=[CH:7][C:8]=1[O:9][CH2:10][C:11]1[CH:16]=[CH:15][CH:14]=[CH:13][N:12]=1.CN(C(ON1N=NC2C=CC=NC1=2)=[N+](C)C)C.F[P-](F)(F)(F)(F)F.CCN(C(C)C)C(C)C.[CH3:66][NH:67][CH:68]1[CH2:73][CH2:72][N:71]([CH3:74])[CH2:70][CH2:69]1. No catalyst specified. The product is [Cl:2][C:3]1[CH:4]=[C:5]([NH:17][C:18]2[C:27]3[C:22](=[CH:23][CH:24]=[CH:25][C:26]=3[O:28][CH2:29][C:30]([N:67]([CH3:66])[CH:68]3[CH2:73][CH2:72][N:71]([CH3:74])[CH2:70][CH2:69]3)=[O:31])[N:21]=[CH:20][N:19]=2)[CH:6]=[CH:7][C:8]=1[O:9][CH2:10][C:11]1[CH:16]=[CH:15][CH:14]=[CH:13][N:12]=1. The yield is 0.130. (2) The reactants are O[C:2]1([CH2:26][O:27][CH2:28][CH3:29])[CH2:7][CH2:6][N:5]([C:8]2[CH:13]=[CH:12][C:11]([N:14]3[CH2:18][C@H:17]([CH2:19][NH:20][C:21](=[O:23])[CH3:22])[O:16][C:15]3=[O:24])=[CH:10][C:9]=2[F:25])[CH2:4][CH2:3]1.CCN(S(F)(F)[F:36])CC. The catalyst is ClCCl. The product is [F:36][C:2]1([CH2:26][O:27][CH2:28][CH3:29])[CH2:7][CH2:6][N:5]([C:8]2[CH:13]=[CH:12][C:11]([N:14]3[CH2:18][C@H:17]([CH2:19][NH:20][C:21](=[O:23])[CH3:22])[O:16][C:15]3=[O:24])=[CH:10][C:9]=2[F:25])[CH2:4][CH2:3]1. The yield is 0.650.